This data is from Reaction yield outcomes from USPTO patents with 853,638 reactions. The task is: Predict the reaction yield, written as a fraction of the theoretical maximum amount of product (1.0 means a 100% yield; for example, 0.34 means a 34% yield). The reactants are [N:1]([C@@H:4]1[CH2:13][C:12]2[C:7](=[CH:8][CH:9]=[CH:10][CH:11]=2)[CH2:6][C@H:5]1[O:14][CH2:15][C:16]([O:18][C:19]([CH3:22])([CH3:21])[CH3:20])=[O:17])=[N+]=[N-]. The catalyst is CO.[Pd]. The product is [NH2:1][C@@H:4]1[CH2:13][C:12]2[C:7](=[CH:8][CH:9]=[CH:10][CH:11]=2)[CH2:6][C@H:5]1[O:14][CH2:15][C:16]([O:18][C:19]([CH3:22])([CH3:21])[CH3:20])=[O:17]. The yield is 1.00.